This data is from Reaction yield outcomes from USPTO patents with 853,638 reactions. The task is: Predict the reaction yield, written as a fraction of the theoretical maximum amount of product (1.0 means a 100% yield; for example, 0.34 means a 34% yield). (1) The reactants are CS([C:5]1[S:9][C:8]2=[N:10][C:11]([C:13]3[O:14][C:15]4[C:16](=[C:18]([OH:22])[CH:19]=[CH:20][CH:21]=4)[N:17]=3)=[CH:12][N:7]2[N:6]=1)(=O)=O.[CH3:23][OH:24].C[O-].[Na+]. No catalyst specified. The product is [CH3:23][O:24][C:5]1[S:9][C:8]2=[N:10][C:11]([C:13]3[O:14][C:15]4[C:16](=[C:18]([OH:22])[CH:19]=[CH:20][CH:21]=4)[N:17]=3)=[CH:12][N:7]2[N:6]=1. The yield is 0.264. (2) The reactants are [CH2:1](/[C:3](=[CH:7]\[C:8](=[O:10])[CH3:9])/[C:4]([NH2:6])=[O:5])[CH3:2].O.[BH4-].[Na+].Cl. The catalyst is CO. The product is [CH2:1](/[C:3](=[CH:7]\[CH:8]([OH:10])[CH3:9])/[C:4]([NH2:6])=[O:5])[CH3:2]. The yield is 0.880.